This data is from Peptide-MHC class I binding affinity with 185,985 pairs from IEDB/IMGT. The task is: Regression. Given a peptide amino acid sequence and an MHC pseudo amino acid sequence, predict their binding affinity value. This is MHC class I binding data. (1) The peptide sequence is MTYLDGHPV. The MHC is HLA-A66:01 with pseudo-sequence HLA-A66:01. The binding affinity (normalized) is 0.547. (2) The peptide sequence is IQKGMFVVK. The MHC is HLA-A31:01 with pseudo-sequence HLA-A31:01. The binding affinity (normalized) is 0.744. (3) The peptide sequence is GSDDIRRLV. The MHC is HLA-A26:01 with pseudo-sequence HLA-A26:01. The binding affinity (normalized) is 0. (4) The peptide sequence is NYSGVVTTI. The MHC is HLA-A24:02 with pseudo-sequence HLA-A24:02. The binding affinity (normalized) is 0.220. (5) The peptide sequence is RRAARAEYL. The MHC is HLA-A24:02 with pseudo-sequence HLA-A24:02. The binding affinity (normalized) is 0.157. (6) The peptide sequence is EIYFSSIHR. The MHC is HLA-A24:02 with pseudo-sequence HLA-A24:02. The binding affinity (normalized) is 0.0847. (7) The peptide sequence is KALSDACKKI. The MHC is HLA-A02:01 with pseudo-sequence HLA-A02:01. The binding affinity (normalized) is 0.116. (8) The peptide sequence is MEDCPNEGV. The MHC is HLA-B51:01 with pseudo-sequence HLA-B51:01. The binding affinity (normalized) is 0.0847. (9) The peptide sequence is NFISGIQYLA. The MHC is Patr-A0701 with pseudo-sequence Patr-A0701. The binding affinity (normalized) is 0.317.